This data is from Forward reaction prediction with 1.9M reactions from USPTO patents (1976-2016). The task is: Predict the product of the given reaction. Given the reactants [CH3:1][C:2]1([CH3:17])[CH2:6][C@H:5]([CH3:7])[CH2:4][N:3]1[C:8]1[N:16]=[CH:15][CH:14]=[CH:13][C:9]=1[C:10]([OH:12])=O.Cl[S:19]([N:22]=C=O)(=[O:21])=[O:20].[N:25]1([C:31]([O:33][CH2:34][C:35]2[CH:40]=[CH:39][CH:38]=[CH:37][CH:36]=2)=[O:32])[CH2:30][CH2:29][NH:28][CH2:27][CH2:26]1.N1C=CC=CC=1, predict the reaction product. The product is: [CH3:17][C:2]1([CH3:1])[CH2:6][C@H:5]([CH3:7])[CH2:4][N:3]1[C:8]1[N:16]=[CH:15][CH:14]=[CH:13][C:9]=1[C:10]([NH:22][S:19]([N:28]1[CH2:29][CH2:30][N:25]([C:31]([O:33][CH2:34][C:35]2[CH:40]=[CH:39][CH:38]=[CH:37][CH:36]=2)=[O:32])[CH2:26][CH2:27]1)(=[O:21])=[O:20])=[O:12].